From a dataset of Experimentally validated miRNA-target interactions with 360,000+ pairs, plus equal number of negative samples. Binary Classification. Given a miRNA mature sequence and a target amino acid sequence, predict their likelihood of interaction. (1) The miRNA is hsa-miR-5011-5p with sequence UAUAUAUACAGCCAUGCACUC. The protein sequence of the target gene is MPKRKSPENTEGKDGSKVTKQEPTRRSARLSAKPAPPKPEPKPRKTSAKKEPGAKISRGAKGKKEEKQEAGKEGTAPSENGETKAEEAQKTESVDNEGE. Result: 1 (interaction). (2) The miRNA is hsa-miR-548aw with sequence GUGCAAAAGUCAUCACGGUU. The protein sequence of the target gene is MDCVIFEEVAVNFTPEEWALLDHAQRSLYRDVMLETCRNLASLDCYIYVRTSGSSSQRDVFGNGISNDEEIVKFTGSDSWSIFGENWRFDNTGDQHQIPQRHLRSQLGRLCESNEGHQCGETLSQTANLLVHKSYPTEAKPSECTKCGKAFENRQRSHTGQRPCKECGQACSCLSCQSPPMKTQTVEKPCNCQDSRTASVTYVKSLSSKKSYECQKCGKAFICPSSFRGHVNSHHGQKTHACKVCGKTFMYYSYLTRHVRTHTGEKPYECKECGKAFSCPSYFREHVRTHTGEKPYECKH.... Result: 0 (no interaction). (3) The miRNA is dme-miR-92b-3p with sequence AAUUGCACUAGUCCCGGCCUGC. The protein sequence of the target gene is MAAPVRLGRKRPLPACPNPLFVRWLTEWRDEATRSRRRTRFVFQKALRSLRRYPLPLRSGKEAKILQHFGDGLCRMLDERLQRHRTSGGDHAPDSPSGENSPAPQGRLAEVQDSSMPVPAQPKAGGSGSYWPARHSGARVILLVLYREHLNPNGHHFLTKEELLQRCAQKSPRVAPGSARPWPALRSLLHRNLVLRTHQPARYSLTPEGLELAQKLAESEGLSLLNVGIGPKEPPGEETAVPGAASAELASEAGVQQQPLELRPGEYRVLLCVDIGETRGGGHRPELLRELQRLHVTHTV.... Result: 0 (no interaction). (4) The miRNA is hsa-miR-4725-3p with sequence UGGGGAAGGCGUCAGUGUCGGG. The protein sequence of the target gene is MAAAIGVRGRFELLPRSGPGWLLSLSALLSVVARGALATTHWVVTEDGKIQQQVDSPMNLKHPHDLVILMRQETTVNYLKELEKQLVAQKIHIEENEDRDTGLEQRHNKEDPDCIKAKVPLGDLDLYDGTYITLESKDIRPEDFIDTESPVPPDPEQPDCTKILELPYSIHAFQHLRGVQERVNLSAPLLPKEDPIFTYLSKRLGRSIDDIGHLIHEGLQKNASSWVLYNLASFYWRIKNEPYQVVECAMRALHFSSRHNKDIALVNLANVLHRAHFSADAAVVVHAALDDSDFFTSYYT.... Result: 0 (no interaction).